This data is from Experimental lipophilicity measurements (octanol/water distribution) for 4,200 compounds from AstraZeneca. The task is: Regression/Classification. Given a drug SMILES string, predict its absorption, distribution, metabolism, or excretion properties. Task type varies by dataset: regression for continuous measurements (e.g., permeability, clearance, half-life) or binary classification for categorical outcomes (e.g., BBB penetration, CYP inhibition). For this dataset (lipophilicity_astrazeneca), we predict Y. (1) The compound is NNc1nc2ccccc2[nH]c1=O. The Y is 0.440 logD. (2) The drug is N#CCNC(=O)[C@@H]1CCCC[C@H]1C(=O)N1CCc2[nH]c3ccc(F)cc3c2C1. The Y is 2.77 logD. (3) The compound is O=C(CN1C(=O)C(NC(=O)c2cc3cc(Cl)sc3[nH]2)Cc2ccccc21)NC(CO)CO. The Y is 2.61 logD. (4) The drug is CC(C(=O)Nc1ccc(Cl)cc1)c1ncc(C(F)(F)F)cc1Cl. The Y is 4.19 logD. (5) The compound is O=c1[nH]c2c(O)ccc([C@@H](O)CNCCCSCCNCCc3ccccc3Cl)c2s1. The Y is 0.990 logD. (6) The drug is CC(C(=O)N1CCc2ccccc2C1)N1C(=O)c2ccccc2C1=O. The Y is 2.47 logD. (7) The compound is COCCNC(=O)c1ccc(Nc2ncc3cc(-c4cccnc4)ccc3n2)cc1. The Y is 3.11 logD. (8) The molecule is Cc1cccc(C)c1OC[C@H](C)N. The Y is 0.600 logD.